This data is from CYP2C19 inhibition data for predicting drug metabolism from PubChem BioAssay. The task is: Regression/Classification. Given a drug SMILES string, predict its absorption, distribution, metabolism, or excretion properties. Task type varies by dataset: regression for continuous measurements (e.g., permeability, clearance, half-life) or binary classification for categorical outcomes (e.g., BBB penetration, CYP inhibition). Dataset: cyp2c19_veith. (1) The drug is CSc1nc2c(c(=O)[nH]1)C(c1ccncc1)C(C(=O)OC(C)C)=C(C)N2. The result is 1 (inhibitor). (2) The drug is COc1ccccc1CNc1ccnc(-c2cccnc2)n1. The result is 1 (inhibitor). (3) The drug is Cc1cc(=O)[nH]c(-n2[nH]c(C)cc2=O)n1. The result is 0 (non-inhibitor). (4) The compound is CC(C)(C)NS(=O)(=O)c1ccc(NS(=O)(=O)c2ccc(F)cc2)cc1. The result is 0 (non-inhibitor). (5) The compound is O=C(CCc1ccccc1)Nc1ncn[nH]1. The result is 0 (non-inhibitor). (6) The compound is COC(=O)[C@@]1(Cc2ccccc2)[C@H]2c3cc(C(=O)N4CCCC4)n(Cc4ccc(C)o4)c3C[C@H]2CN1C(=O)c1ccccc1. The result is 1 (inhibitor). (7) The compound is COc1ccc(C(=O)N2CCC3(CC2)CN(c2ncccn2)C3)cc1. The result is 0 (non-inhibitor).